From a dataset of M1 muscarinic receptor antagonist screen with 61,756 compounds. Binary Classification. Given a drug SMILES string, predict its activity (active/inactive) in a high-throughput screening assay against a specified biological target. (1) The result is 0 (inactive). The compound is Fc1ccc(CN2CCC(CC2)C(=O)N(Cc2ccccc2)CCO)cc1. (2) The drug is o1c2c(c(c1c1ccccc1)C(O)=O)cc(OC(C)C(O)=O)cc2. The result is 0 (inactive). (3) The molecule is O=C1N(C(=O)c2c1cc(cc2)C(O)=O)CC. The result is 0 (inactive). (4) The compound is O(c1cc(NC(=O)COc2ccccc2)ccc1)CC(OC)=O. The result is 0 (inactive). (5) The compound is O1C(OC(C1C(=O)N)C(=O)N)(C(C)(C)C)C. The result is 0 (inactive). (6) The result is 0 (inactive). The drug is Brc1c(S(=O)(=O)N2CCOCC2)cc(cc1)C(OCC(=O)NCC1OCCC1)=O. (7) The molecule is Fc1c(N2CCN(CC2)CC(=O)N(CC)CC)cccc1. The result is 0 (inactive). (8) The compound is S(=O)(=O)(N(CC(=O)N1CC(CCC1)C(OCC)=O)c1ccc(OC)cc1)c1c(onc1C)C. The result is 0 (inactive). (9) The drug is o1c2c(c(=O)c(c3c(oc(c3)C(OC)=O)C)c1C)ccc(OC(C)C)c2. The result is 0 (inactive). (10) The molecule is s1cc(nc1N)c1c(n(CCc2ccccc2)c(c1)C)C. The result is 0 (inactive).